This data is from Drug-target binding data from BindingDB using Ki measurements. The task is: Regression. Given a target protein amino acid sequence and a drug SMILES string, predict the binding affinity score between them. We predict pKi (pKi = -log10(Ki in M); higher means stronger inhibition). Dataset: bindingdb_ki. The compound is CN(CCCCCCCCN(C)CCCCCCN(CC(=O)N1c2ccccc2C(=O)Nc2cccnc21)CC(=O)N1c2ccccc2C(=O)Nc2cccnc21)CCCCCCNCC(=O)N1c2ccccc2C(=O)Nc2cccnc21. The target protein sequence is MTVLYVHISLASRSRVHKHRPEGPKEKKAKTLAFLKSPLMKQSVKKPPPPGDTTARGELRNGKLEEAPPPVLPPPPRPMADKDTSNESSSGSATQNTKERPPTELSTTEATTPATPAPPLQPRTLNPASKWSKIQIVTKQTGNECVTAIEIVPATPAGMRPAANVARKFASIARSQVRKKRQMAARERKVTRTIFAILLAFILTWTPYNVMVLVNTFCQSCIPETVWSIGYWLCYVNSTINPACYALCNATFKKTFRHLLLCQYRNIGTAR. The pKi is 8.6.